The task is: Regression. Given two drug SMILES strings and cell line genomic features, predict the synergy score measuring deviation from expected non-interaction effect.. This data is from NCI-60 drug combinations with 297,098 pairs across 59 cell lines. (1) Drug 1: C1=CC=C(C=C1)NC(=O)CCCCCCC(=O)NO. Drug 2: CC1CCC2CC(C(=CC=CC=CC(CC(C(=O)C(C(C(=CC(C(=O)CC(OC(=O)C3CCCCN3C(=O)C(=O)C1(O2)O)C(C)CC4CCC(C(C4)OC)OCCO)C)C)O)OC)C)C)C)OC. Cell line: HL-60(TB). Synergy scores: CSS=23.3, Synergy_ZIP=1.08, Synergy_Bliss=2.63, Synergy_Loewe=2.77, Synergy_HSA=2.11. (2) Drug 1: C1CCC(CC1)NC(=O)N(CCCl)N=O. Drug 2: CC1=CC=C(C=C1)C2=CC(=NN2C3=CC=C(C=C3)S(=O)(=O)N)C(F)(F)F. Cell line: SF-268. Synergy scores: CSS=12.3, Synergy_ZIP=-2.64, Synergy_Bliss=2.70, Synergy_Loewe=-7.52, Synergy_HSA=2.46. (3) Drug 1: CS(=O)(=O)C1=CC(=C(C=C1)C(=O)NC2=CC(=C(C=C2)Cl)C3=CC=CC=N3)Cl. Drug 2: CN(C)N=NC1=C(NC=N1)C(=O)N. Cell line: BT-549. Synergy scores: CSS=-1.23, Synergy_ZIP=-0.0156, Synergy_Bliss=-1.51, Synergy_Loewe=-3.35, Synergy_HSA=-3.18. (4) Drug 1: CCC(=C(C1=CC=CC=C1)C2=CC=C(C=C2)OCCN(C)C)C3=CC=CC=C3.C(C(=O)O)C(CC(=O)O)(C(=O)O)O. Drug 2: CS(=O)(=O)OCCCCOS(=O)(=O)C. Cell line: TK-10. Synergy scores: CSS=7.33, Synergy_ZIP=-0.334, Synergy_Bliss=2.37, Synergy_Loewe=-1.01, Synergy_HSA=-0.148. (5) Drug 1: CC12CCC3C(C1CCC2=O)CC(=C)C4=CC(=O)C=CC34C. Drug 2: CN1C(=O)N2C=NC(=C2N=N1)C(=O)N. Cell line: SW-620. Synergy scores: CSS=36.7, Synergy_ZIP=-2.26, Synergy_Bliss=-0.0468, Synergy_Loewe=-17.9, Synergy_HSA=-0.513. (6) Drug 1: CC1=C(C(CCC1)(C)C)C=CC(=CC=CC(=CC(=O)O)C)C. Drug 2: CC1CCC2CC(C(=CC=CC=CC(CC(C(=O)C(C(C(=CC(C(=O)CC(OC(=O)C3CCCCN3C(=O)C(=O)C1(O2)O)C(C)CC4CCC(C(C4)OC)O)C)C)O)OC)C)C)C)OC. Cell line: SK-MEL-5. Synergy scores: CSS=12.7, Synergy_ZIP=-1.10, Synergy_Bliss=0.315, Synergy_Loewe=-0.696, Synergy_HSA=0.807. (7) Drug 1: CN(C)N=NC1=C(NC=N1)C(=O)N. Drug 2: CCC(=C(C1=CC=CC=C1)C2=CC=C(C=C2)OCCN(C)C)C3=CC=CC=C3.C(C(=O)O)C(CC(=O)O)(C(=O)O)O. Cell line: MALME-3M. Synergy scores: CSS=0.230, Synergy_ZIP=1.93, Synergy_Bliss=4.67, Synergy_Loewe=1.60, Synergy_HSA=1.60.